From a dataset of Forward reaction prediction with 1.9M reactions from USPTO patents (1976-2016). Predict the product of the given reaction. (1) Given the reactants [CH3:1][CH:2]([CH2:14][CH2:15][CH2:16][CH:17]([CH3:29])[CH2:18][CH2:19][CH2:20][CH:21]([CH3:28])[CH2:22][CH2:23][CH2:24][CH:25]([CH3:27])[CH3:26])[CH2:3][C:4]([O:6][CH2:7][C@@H:8]([C@@H:10]([CH2:12][OH:13])[OH:11])[OH:9])=[O:5], predict the reaction product. The product is: [C:4]([O:6][CH2:7][C@@H:8]([C@@H:10]([CH2:12][OH:13])[OH:11])[OH:9])(=[O:5])[CH2:3][CH:2]([CH2:14][CH2:15][CH2:16][CH:17]([CH2:18][CH2:19][CH2:20][CH:21]([CH2:22][CH2:23][CH2:24][CH:25]([CH3:27])[CH3:26])[CH3:28])[CH3:29])[CH3:1].[OH2:5]. (2) Given the reactants [Cl:1][C:2]1[CH:7]=[C:6]([O:8][C:9]2[C:18]3[C:13](=[CH:14][C:15]([OH:21])=[C:16]([O:19][CH3:20])[CH:17]=3)[N:12]=[CH:11][CH:10]=2)[CH:5]=[CH:4][C:3]=1[NH:22][C:23]([NH:25][CH2:26][CH2:27][CH3:28])=[O:24].C(=O)([O-])[O-].[K+].[K+].Cl.Cl[CH2:37][C:38]1[CH:43]=[CH:42][N:41]=[CH:40][CH:39]=1.O, predict the reaction product. The product is: [Cl:1][C:2]1[CH:7]=[C:6]([O:8][C:9]2[C:18]3[C:13](=[CH:14][C:15]([O:21][CH2:37][C:38]4[CH:43]=[CH:42][N:41]=[CH:40][CH:39]=4)=[C:16]([O:19][CH3:20])[CH:17]=3)[N:12]=[CH:11][CH:10]=2)[CH:5]=[CH:4][C:3]=1[NH:22][C:23]([NH:25][CH2:26][CH2:27][CH3:28])=[O:24]. (3) Given the reactants [NH:1]1[C:5]2[CH:6]=[CH:7][C:8]([C:10]#[N:11])=[CH:9][C:4]=2[N:3]=[CH:2]1.[O:12]1[CH:17]=[CH:16][CH2:15][CH2:14][CH2:13]1.CC1C=CC(S(O)(=O)=O)=CC=1.O, predict the reaction product. The product is: [O:12]1[CH2:17][CH2:16][CH2:15][CH2:14][CH:13]1[N:1]1[C:5]2[CH:6]=[CH:7][C:8]([C:10]#[N:11])=[CH:9][C:4]=2[N:3]=[CH:2]1. (4) Given the reactants C[O:2][C:3]1[CH:8]=[C:7]([C:9]([N:11]2[CH2:16][CH2:15][N:14]([CH3:17])[CH2:13][CH2:12]2)=[O:10])[CH:6]=[CH:5][C:4]=1[C:18]1[CH:19]=[CH:20][C:21]2[N:22]([C:24]([C:27]3[CH:34]=[CH:33][C:30]([C:31]#[N:32])=[CH:29][CH:28]=3)=[CH:25][N:26]=2)[CH:23]=1.B(Br)(Br)Br, predict the reaction product. The product is: [OH:2][C:3]1[CH:8]=[C:7]([C:9]([N:11]2[CH2:16][CH2:15][N:14]([CH3:17])[CH2:13][CH2:12]2)=[O:10])[CH:6]=[CH:5][C:4]=1[C:18]1[CH:19]=[CH:20][C:21]2[N:22]([C:24]([C:27]3[CH:28]=[CH:29][C:30]([C:31]#[N:32])=[CH:33][CH:34]=3)=[CH:25][N:26]=2)[CH:23]=1. (5) Given the reactants [CH2:1]([O:8][C:9]([NH:11][C:12](=[C:17]1[CH2:20][O:19][CH2:18]1)[C:13]([O:15][CH3:16])=[O:14])=[O:10])C1C=CC=CC=1.C(OC(OC)=O)(OC)=O.[H][H], predict the reaction product. The product is: [CH3:1][O:8][C:9]([NH:11][CH:12]([CH:17]1[CH2:20][O:19][CH2:18]1)[C:13]([O:15][CH3:16])=[O:14])=[O:10]. (6) Given the reactants Br[C:2]1[N:7]=[C:6]([NH:8][C:9]2[CH:13]=[C:12]([C:14]([CH3:17])([CH3:16])[CH3:15])[NH:11][N:10]=2)[C:5]([Cl:18])=[CH:4][N:3]=1.[C:19]([NH:23][S:24]([C:27]1[S:28][C:29](B2OC(C)(C)C(C)(C)O2)=[CH:30][CH:31]=1)(=[O:26])=[O:25])([CH3:22])([CH3:21])[CH3:20].C([O-])([O-])=O.[Na+].[Na+], predict the reaction product. The product is: [C:19]([NH:23][S:24]([C:27]1[S:28][C:29]([C:2]2[N:7]=[C:6]([NH:8][C:9]3[CH:13]=[C:12]([C:14]([CH3:17])([CH3:16])[CH3:15])[NH:11][N:10]=3)[C:5]([Cl:18])=[CH:4][N:3]=2)=[CH:30][CH:31]=1)(=[O:25])=[O:26])([CH3:22])([CH3:20])[CH3:21]. (7) Given the reactants Cl[CH2:2][C:3]([C:5]1[CH:10]=[CH:9][C:8]([C:11]2([C:14]([O:16][CH3:17])=[O:15])[CH2:13][CH2:12]2)=[CH:7][CH:6]=1)=O.[NH2:18][C:19]([NH2:21])=[S:20], predict the reaction product. The product is: [NH2:21][C:19]1[S:20][CH:2]=[C:3]([C:5]2[CH:10]=[CH:9][C:8]([C:11]3([C:14]([O:16][CH3:17])=[O:15])[CH2:13][CH2:12]3)=[CH:7][CH:6]=2)[N:18]=1. (8) The product is: [Cl:47][C:23]1[CH:24]=[CH:25][C:20]([C:14]2[C:13]3[C:17](=[CH:18][C:10]([S:7]([NH:6][C:36]4[S:40][N:39]=[CH:38][N:37]=4)(=[O:8])=[O:9])=[CH:11][CH:12]=3)[N:16]([CH3:19])[CH:15]=2)=[C:21]([C:30]2[N:34]([CH3:35])[N:33]=[CH:32][CH:31]=2)[CH:22]=1. Given the reactants COC1C=C(OC)C=CC=1C[N:6]([C:36]1[S:40][N:39]=[CH:38][N:37]=1)[S:7]([C:10]1[CH:18]=[C:17]2[C:13]([C:14]([C:20]3[CH:25]=[CH:24][C:23](C(F)(F)F)=[CH:22][C:21]=3[C:30]3[N:34]([CH3:35])[N:33]=[CH:32][CH:31]=3)=[CH:15][N:16]2[CH3:19])=[CH:12][CH:11]=1)(=[O:9])=[O:8].[ClH:47], predict the reaction product. (9) Given the reactants [CH3:1][O:2][C:3]1[CH:4]=[C:5]2[C:10](=[CH:11][CH:12]=1)[CH:9]([CH3:13])[C:8](=O)[CH2:7][CH2:6]2, predict the reaction product. The product is: [CH2:11]([C:12]1[C:3](=[O:2])[CH2:4][CH2:5][C:9]2([CH3:13])[C:8]=1[CH2:7][CH2:6][C:5]1[C:10]2=[CH:11][CH:12]=[C:3]([O:2][CH3:1])[CH:4]=1)[CH2:10][CH2:9][CH3:8].